Dataset: Forward reaction prediction with 1.9M reactions from USPTO patents (1976-2016). Task: Predict the product of the given reaction. (1) Given the reactants [N+:1]([C:4]1[CH:9]=[CH:8][C:7]([NH:10][C@H:11]2[CH2:15][CH2:14][N:13]([C:16](=[O:18])[CH3:17])[CH2:12]2)=[CH:6][CH:5]=1)([O-])=O.[H][H], predict the reaction product. The product is: [NH2:1][C:4]1[CH:5]=[CH:6][C:7]([NH:10][C@H:11]2[CH2:15][CH2:14][N:13]([C:16](=[O:18])[CH3:17])[CH2:12]2)=[CH:8][CH:9]=1. (2) Given the reactants [Cl:1][CH2:2][O:3][C:4](Cl)=[O:5].[NH:7]1[CH2:17][CH2:16][CH:10]([C:11]([O:13][CH2:14][CH3:15])=[O:12])[CH2:9][CH2:8]1, predict the reaction product. The product is: [Cl:1][CH2:2][O:3][C:4]([N:7]1[CH2:8][CH2:9][CH:10]([C:11]([O:13][CH2:14][CH3:15])=[O:12])[CH2:16][CH2:17]1)=[O:5].